This data is from Full USPTO retrosynthesis dataset with 1.9M reactions from patents (1976-2016). The task is: Predict the reactants needed to synthesize the given product. (1) Given the product [CH:1]1([C:4]([NH:14][NH:13][C:11](=[O:12])[C:10]2[CH:15]=[CH:16][C:17]([CH3:18])=[C:8]([I:7])[CH:9]=2)=[O:5])[CH2:3][CH2:2]1, predict the reactants needed to synthesize it. The reactants are: [CH:1]1([C:4](Cl)=[O:5])[CH2:3][CH2:2]1.[I:7][C:8]1[CH:9]=[C:10]([CH:15]=[CH:16][C:17]=1[CH3:18])[C:11]([NH:13][NH2:14])=[O:12].C(N(CC)CC)C. (2) Given the product [CH2:6]([C:8]1[CH:13]=[C:12]([CH2:26][C:25]([O:28][CH3:29])=[O:27])[CH:11]=[CH:10][C:9]=1[C:17]1[CH:18]=[CH:19][C:20]([OH:23])=[CH:21][CH:22]=1)[CH3:7], predict the reactants needed to synthesize it. The reactants are: C(O)(=O)C.Br.[CH2:6]([C:8]1[CH:13]=[C:12](CC#N)[CH:11]=[CH:10][C:9]=1[C:17]1[CH:22]=[CH:21][C:20]([O:23]C)=[CH:19][CH:18]=1)[CH3:7].[C:25]([O:28][CH2:29]C)(=[O:27])[CH3:26]. (3) Given the product [NH:8]1[C:9]2[C:5](=[CH:4][C:3]([CH2:1][CH2:2][OH:12])=[CH:11][CH:10]=2)[CH:6]=[CH:7]1, predict the reactants needed to synthesize it. The reactants are: [CH:1]([C:3]1[CH:4]=[C:5]2[C:9](=[CH:10][CH:11]=1)[NH:8][CH:7]=[CH:6]2)=[CH2:2].[OH-:12].[Na+].OO. (4) The reactants are: S(=O)(=O)(O)O.[F:6][C:7]([F:26])([F:25])[C:8]1[CH:13]=[C:12]([C:14]2[CH:19]=[CH:18][CH:17]=[CH:16][C:15]=2[C:20]([F:23])([F:22])[F:21])[N:11]=[C:10]([NH2:24])[CH:9]=1.[N+:27]([O-])([OH:29])=[O:28].[OH-].[Na+]. Given the product [N+:27]([C:9]1[C:10]([NH2:24])=[N:11][C:12]([C:14]2[CH:19]=[CH:18][CH:17]=[CH:16][C:15]=2[C:20]([F:22])([F:21])[F:23])=[CH:13][C:8]=1[C:7]([F:6])([F:25])[F:26])([O-:29])=[O:28], predict the reactants needed to synthesize it. (5) Given the product [ClH:1].[Cl:1][C:2]1[CH:7]=[C:6]([Cl:8])[CH:5]=[CH:4][C:3]=1[C:9]1([OH:38])[C:17]2[C:12](=[CH:13][C:14]([N:22]3[N:26]=[N:25][CH:24]=[N:23]3)=[CH:15][C:16]=2[C:18]([F:21])([F:19])[F:20])[N:11]([CH2:27][C@H:28]2[CH2:29][C@H:30]([N:32]([CH2:33][CH3:34])[CH2:35][CH3:36])[CH2:31]2)[C:10]1=[O:37], predict the reactants needed to synthesize it. The reactants are: [Cl:1][C:2]1[CH:7]=[C:6]([Cl:8])[CH:5]=[CH:4][C:3]=1[C:9]1([OH:38])[C:17]2[C:12](=[CH:13][C:14]([N:22]3[N:26]=[N:25][CH:24]=[N:23]3)=[CH:15][C:16]=2[C:18]([F:21])([F:20])[F:19])[N:11]([CH2:27][C@H:28]2[CH2:31][C@H:30]([N:32]([CH2:35][CH3:36])[CH2:33][CH3:34])[CH2:29]2)[C:10]1=[O:37].O.Cl. (6) The reactants are: [C:1]1([C:36]2[CH:41]=[CH:40][CH:39]=[CH:38][CH:37]=2)[CH:6]=[CH:5][CH:4]=[CH:3][C:2]=1[NH:7][C:8]([NH:10][C:11]1[CH:16]=[CH:15][CH:14]=[C:13]([CH2:17][CH:18]([NH:20][CH2:21][C@@H:22]([C:24]2[CH:35]=[CH:34][C:27]3[O:28]C(C)(C)[O:30][CH2:31][C:26]=3[CH:25]=2)[OH:23])[CH3:19])[CH:12]=1)=[O:9]. Given the product [C:1]1([C:36]2[CH:37]=[CH:38][CH:39]=[CH:40][CH:41]=2)[CH:6]=[CH:5][CH:4]=[CH:3][C:2]=1[NH:7][C:8]([NH:10][C:11]1[CH:16]=[CH:15][CH:14]=[C:13]([CH2:17][CH:18]([NH:20][CH2:21][C@H:22]([OH:23])[C:24]2[CH:35]=[CH:34][C:27]([OH:28])=[C:26]([CH2:31][OH:30])[CH:25]=2)[CH3:19])[CH:12]=1)=[O:9], predict the reactants needed to synthesize it. (7) Given the product [ClH:32].[NH2:24][CH2:23][CH2:22][O:21][CH2:20][CH:16]1[CH2:17][CH2:18][CH2:19][N:14]([C:7]2[C:6]3[C:11](=[CH:12][CH:13]=[C:4]([C:1]([NH2:2])=[O:3])[CH:5]=3)[CH:10]=[N:9][CH:8]=2)[CH2:15]1, predict the reactants needed to synthesize it. The reactants are: [C:1]([C:4]1[CH:5]=[C:6]2[C:11](=[CH:12][CH:13]=1)[CH:10]=[N:9][CH:8]=[C:7]2[N:14]1[CH2:19][CH2:18][CH2:17][CH:16]([CH2:20][O:21][CH2:22][CH2:23][NH:24]C(=O)OC(C)(C)C)[CH2:15]1)(=[O:3])[NH2:2].[ClH:32].O1CCOCC1.